Dataset: Reaction yield outcomes from USPTO patents with 853,638 reactions. Task: Predict the reaction yield, written as a fraction of the theoretical maximum amount of product (1.0 means a 100% yield; for example, 0.34 means a 34% yield). (1) The reactants are [CH2:1]([N:4]([CH2:12][C:13]#[C:14][CH3:15])[C:5](=[O:11])[O:6][C:7]([CH3:10])([CH3:9])[CH3:8])[CH:2]=[CH2:3].C[N+]1([O-])CC[O:20][CH2:19]C1. The catalyst is ClCCl.[CH-]=O.[CH-]=O.[C-]#[O+].[C-]#[O+].[C-]#[O+].[C-]#[O+].[C-]#[O+].[C-]#[O+].[Co].[Co+2]. The product is [CH3:15][C:14]1[C:19](=[O:20])[CH2:3][CH:2]2[CH2:1][N:4]([C:5]([O:6][C:7]([CH3:8])([CH3:9])[CH3:10])=[O:11])[CH2:12][C:13]=12. The yield is 0.630. (2) The reactants are [Cl:1][C:2]1[CH:7]=[CH:6][C:5]([O:8][C:9]2[CH:14]=[CH:13][C:12]([CH2:15][CH2:16]O)=[CH:11][CH:10]=2)=[CH:4][C:3]=1[C:18]([F:21])([F:20])[F:19].C1C=CC(P(C2C=CC=CC=2)C2C=CC=CC=2)=CC=1.N1C=CN=C1.[I-:46]. The catalyst is C(Cl)Cl. The product is [Cl:1][C:2]1[CH:7]=[CH:6][C:5]([O:8][C:9]2[CH:14]=[CH:13][C:12]([CH2:15][CH2:16][I:46])=[CH:11][CH:10]=2)=[CH:4][C:3]=1[C:18]([F:21])([F:20])[F:19]. The yield is 0.464. (3) The reactants are [C:1]([N:4]1[CH2:9][CH2:8][N:7]([C:10]2[CH:17]=[CH:16][C:13]([CH:14]=O)=[CH:12][CH:11]=2)[CH2:6][CH:5]1[CH3:18])(=[O:3])[CH3:2].[NH2:19][C:20]1[CH:28]=[C:27]([O:29][CH3:30])[CH:26]=[C:25]([O:31][CH3:32])[C:21]=1[C:22]([NH2:24])=[O:23].OS([O-])=O.[Na+].CC1C=CC(S(O)(=O)=O)=CC=1. The catalyst is CC(N(C)C)=O.O. The product is [C:1]([N:4]1[CH2:9][CH2:8][N:7]([C:10]2[CH:17]=[CH:16][C:13]([C:14]3[NH:24][C:22](=[O:23])[C:21]4[C:20](=[CH:28][C:27]([O:29][CH3:30])=[CH:26][C:25]=4[O:31][CH3:32])[N:19]=3)=[CH:12][CH:11]=2)[CH2:6][CH:5]1[CH3:18])(=[O:3])[CH3:2]. The yield is 0.210. (4) The reactants are [N+:1]([C:4]1[C:9]2[NH:10][C:11]([CH2:20][NH:21][C:22](=[O:24])[CH3:23])([C:14]3[CH:19]=[CH:18][CH:17]=[CH:16][N:15]=3)[CH2:12][O:13][C:8]=2[CH:7]=[CH:6][CH:5]=1)([O-])=O.[H][H]. The catalyst is C(O)C.[Pd]. The product is [NH2:1][C:4]1[C:9]2[NH:10][C:11]([CH2:20][NH:21][C:22](=[O:24])[CH3:23])([C:14]3[CH:19]=[CH:18][CH:17]=[CH:16][N:15]=3)[CH2:12][O:13][C:8]=2[CH:7]=[CH:6][CH:5]=1. The yield is 0.800. (5) The reactants are [C:1]([C:3]1[CH:8]=[CH:7][C:6]([C:9]2[CH:14]=[CH:13][CH:12]=[CH:11][C:10]=2[S:15][C:16]([CH3:23])([CH3:22])[C:17]([O:19]CC)=[O:18])=[CH:5][CH:4]=1)#[N:2].[OH-].[Na+]. The catalyst is CO. The product is [C:1]([C:3]1[CH:4]=[CH:5][C:6]([C:9]2[CH:14]=[CH:13][CH:12]=[CH:11][C:10]=2[S:15][C:16]([CH3:23])([CH3:22])[C:17]([OH:19])=[O:18])=[CH:7][CH:8]=1)#[N:2]. The yield is 0.450. (6) The reactants are Cl[CH2:2][CH2:3][CH2:4][O:5][C:6]1[CH:15]=[C:14]2[C:9]([C:10]([O:16][C:17]3[CH:22]=[CH:21][C:20]([CH3:23])=[CH:19][C:18]=3[C:24]([C:26]3[CH:31]=[CH:30][CH:29]=[CH:28][CH:27]=3)=[O:25])=[CH:11][CH:12]=[N:13]2)=[CH:8][C:7]=1[O:32][CH3:33].[N:34]1([CH:39]2[CH2:44][CH2:43][NH:42][CH2:41][CH2:40]2)[CH2:38][CH2:37][CH2:36][CH2:35]1.C(=O)([O-])[O-].[K+].[K+].O. The catalyst is CN(C)C=O. The product is [CH3:23][C:20]1[CH:21]=[CH:22][C:17]([O:16][C:10]2[C:9]3[C:14](=[CH:15][C:6]([O:5][CH2:4][CH2:3][CH2:2][N:42]4[CH2:43][CH2:44][CH:39]([N:34]5[CH2:38][CH2:37][CH2:36][CH2:35]5)[CH2:40][CH2:41]4)=[C:7]([O:32][CH3:33])[CH:8]=3)[N:13]=[CH:12][CH:11]=2)=[C:18]([C:24]([C:26]2[CH:27]=[CH:28][CH:29]=[CH:30][CH:31]=2)=[O:25])[CH:19]=1. The yield is 0.350. (7) The reactants are [CH3:1][C:2]1[O:6][N:5]=[C:4]([C:7]2[CH:12]=[CH:11][CH:10]=[CH:9][CH:8]=2)[C:3]=1[CH2:13][O:14][C:15]1[CH:24]=[CH:23][C:18]([C:19]([NH:21][NH2:22])=O)=[CH:17][N:16]=1.Cl.[C:26](N)(=[NH:28])[CH3:27]. The catalyst is CN(C=O)C.C(OC(=O)C)C. The product is [CH3:1][C:2]1[O:6][N:5]=[C:4]([C:7]2[CH:12]=[CH:11][CH:10]=[CH:9][CH:8]=2)[C:3]=1[CH2:13][O:14][C:15]1[CH:24]=[CH:23][C:18]([C:19]2[NH:28][C:26]([CH3:27])=[N:22][N:21]=2)=[CH:17][N:16]=1. The yield is 0.200. (8) The reactants are [Cl:1][C:2]1[CH:7]=[CH:6][C:5]([C:8](=O)[CH:9]=O)=[CH:4][CH:3]=1.[NH2:12][CH2:13][C:14]([NH2:16])=[O:15].[OH-].[Na+].Cl.C(=O)(O)[O-].[Na+]. The catalyst is CO. The product is [Cl:1][C:2]1[CH:3]=[CH:4][C:5]([C:8]2[N:12]=[CH:13][C:14]([OH:15])=[N:16][CH:9]=2)=[CH:6][CH:7]=1. The yield is 0.370. (9) The reactants are C([O:3][C:4]([C:6]1[C:7]([S:17][CH3:18])=[N:8][C:9]2[C:14]([C:15]=1[OH:16])=[CH:13][CH:12]=[CH:11][CH:10]=2)=[O:5])C.Cl. The catalyst is [OH-].[Na+]. The product is [CH3:18][S:17][C:7]1[NH:8][C:9]2[C:14]([C:15](=[O:16])[C:6]=1[C:4]([OH:5])=[O:3])=[CH:13][CH:12]=[CH:11][CH:10]=2. The yield is 0.850. (10) The reactants are Cl[C:2]1[C:7]2=[CH:8][CH:9]=[CH:10][N:6]2[NH:5][C:4]([N:12]([CH3:14])[CH3:13])(N)[N:3]=1.[NH2:15][C:16]1[CH:21]=[C:20]([OH:22])[C:19]([CH3:23])=[CH:18][CH:17]=1. The catalyst is C(O)C. The product is [CH3:14][N:12]([CH3:13])[C:4]1[N:3]=[C:2]([NH:15][C:16]2[CH:17]=[CH:18][C:19]([CH3:23])=[C:20]([OH:22])[CH:21]=2)[C:7]2=[CH:8][CH:9]=[CH:10][N:6]2[N:5]=1. The yield is 0.720.